From a dataset of Full USPTO retrosynthesis dataset with 1.9M reactions from patents (1976-2016). Predict the reactants needed to synthesize the given product. (1) The reactants are: [CH3:1]I.[CH2:3]([N:10]1[CH2:15][CH2:14][C:13]([N:17]2[C:21]3[CH:22]=[CH:23][CH:24]=[CH:25][C:20]=3[NH:19][C:18]2=[O:26])([CH3:16])[CH2:12][CH2:11]1)[C:4]1[CH:9]=[CH:8][CH:7]=[CH:6][CH:5]=1.[H-].[Na+]. Given the product [CH2:3]([N:10]1[CH2:15][CH2:14][C:13]([N:17]2[C:21]3[CH:22]=[CH:23][CH:24]=[CH:25][C:20]=3[N:19]([CH3:1])[C:18]2=[O:26])([CH3:16])[CH2:12][CH2:11]1)[C:4]1[CH:9]=[CH:8][CH:7]=[CH:6][CH:5]=1, predict the reactants needed to synthesize it. (2) Given the product [CH:2]([O:4][C:8]1[C:13]([NH2:14])=[CH:12][N:11]=[CH:10][N:9]=1)([CH3:3])[CH3:1], predict the reactants needed to synthesize it. The reactants are: [CH3:1][C:2](C)([O-:4])[CH3:3].[Na+].Cl[C:8]1[C:13]([NH2:14])=[C:12](Cl)[N:11]=[CH:10][N:9]=1.CC(O)C.